From a dataset of Full USPTO retrosynthesis dataset with 1.9M reactions from patents (1976-2016). Predict the reactants needed to synthesize the given product. Given the product [Cl:20][C:10]1[C:9]2[C:8](=[CH:16][CH:15]=[CH:14][CH:13]=2)[N:7]=[C:6]2[N:2]([CH3:1])[N:3]=[C:4]([CH3:17])[C:5]=12, predict the reactants needed to synthesize it. The reactants are: [CH3:1][N:2]1[C:6]([NH:7][C:8]2[C:9](=[CH:13][CH:14]=[CH:15][CH:16]=2)[C:10](O)=O)=[CH:5][C:4]([CH3:17])=[N:3]1.O=P(Cl)(Cl)[Cl:20].[OH-].[Na+].